This data is from Full USPTO retrosynthesis dataset with 1.9M reactions from patents (1976-2016). The task is: Predict the reactants needed to synthesize the given product. (1) Given the product [C:1]([O:5][C:6](=[O:22])[NH:7][C:8]1[CH:13]=[CH:12][C:11]([C:14]2[CH:19]=[CH:18][CH:17]=[CH:16][C:15]=2[CH3:20])=[CH:10][C:9]=1[NH:21][C:31](=[O:32])[CH2:30][C:29]([C:25]1[S:26][CH:27]=[CH:28][C:24]=1[Cl:23])=[O:34])([CH3:4])([CH3:2])[CH3:3], predict the reactants needed to synthesize it. The reactants are: [C:1]([O:5][C:6](=[O:22])[NH:7][C:8]1[CH:13]=[CH:12][C:11]([C:14]2[CH:19]=[CH:18][CH:17]=[CH:16][C:15]=2[CH3:20])=[CH:10][C:9]=1[NH2:21])([CH3:4])([CH3:3])[CH3:2].[Cl:23][C:24]1[CH:28]=[CH:27][S:26][C:25]=1[C:29]1[O:34]C(C)(C)[O:32][C:31](=O)[CH:30]=1. (2) Given the product [Cl:11][C:7]1[CH:6]=[C:5]2[C:10]([C:2]([CH2:13][C:14]3[CH:19]=[CH:18][CH:17]=[C:16]([Cl:20])[CH:15]=3)([N:32]3[CH2:31][CH2:30][N:29]([C:26]4[CH:25]=[CH:24][C:23]([C:22]([F:35])([F:36])[F:21])=[CH:28][CH:27]=4)[CH2:34][CH2:33]3)[C:3](=[O:12])[NH:4]2)=[CH:9][CH:8]=1, predict the reactants needed to synthesize it. The reactants are: Br[C:2]1([CH2:13][C:14]2[CH:19]=[CH:18][CH:17]=[C:16]([Cl:20])[CH:15]=2)[C:10]2[C:5](=[CH:6][C:7]([Cl:11])=[CH:8][CH:9]=2)[NH:4][C:3]1=[O:12].[F:21][C:22]([F:36])([F:35])[C:23]1[CH:28]=[CH:27][C:26]([N:29]2[CH2:34][CH2:33][NH:32][CH2:31][CH2:30]2)=[CH:25][CH:24]=1.CCN(C(C)C)C(C)C. (3) The reactants are: [OH:1][C:2]1[CH:3]=[C:4]([CH:9]=[CH:10][CH:11]=1)[C:5]([O:7][CH3:8])=[O:6].Cl[C:13]1[C:18]([Cl:19])=[CH:17][C:16]([N+:20]([O-:22])=[O:21])=[CH:15][N:14]=1.[H-].[Na+]. Given the product [Cl:19][C:18]1[C:13]([O:1][C:2]2[CH:3]=[C:4]([CH:9]=[CH:10][CH:11]=2)[C:5]([O:7][CH3:8])=[O:6])=[N:14][CH:15]=[C:16]([N+:20]([O-:22])=[O:21])[CH:17]=1, predict the reactants needed to synthesize it. (4) Given the product [C:10]([C:8]1[CH:7]=[CH:6][C:5]([CH2:12][N:13]([CH2:26][C:27]2[C:32]([CH3:33])=[CH:31][C:30]([CH3:34])=[CH:29][N:28]=2)[S:14]([C:17]2[CH:22]=[CH:21][CH:20]=[CH:19][C:18]=2[N+:23]([O-:25])=[O:24])(=[O:16])=[O:15])=[C:4]([CH2:3][OH:2])[CH:9]=1)#[N:11], predict the reactants needed to synthesize it. The reactants are: C[O:2][C:3](=O)[C:4]1[CH:9]=[C:8]([C:10]#[N:11])[CH:7]=[CH:6][C:5]=1[CH2:12][N:13]([CH2:26][C:27]1[C:32]([CH3:33])=[CH:31][C:30]([CH3:34])=[CH:29][N:28]=1)[S:14]([C:17]1[CH:22]=[CH:21][CH:20]=[CH:19][C:18]=1[N+:23]([O-:25])=[O:24])(=[O:16])=[O:15].[Li+].[BH4-]. (5) Given the product [Br:45][C:46]1[C:51]([O:52][CH2:53][O:54][CH3:55])=[C:50]([CH:49]=[CH:48][N:47]=1)[CH:11]=[O:12], predict the reactants needed to synthesize it. The reactants are: ClC1C=C(NC2C3C(=C(C4C=CN=C(C)C=4)N=CC=3)[O:12][C:11]=2N)C=CC=1F.BrC1C(O)=CC=CN=1.C(Cl)OC.CC([O-])(C)C.[K+].[Br:45][C:46]1[C:51]([O:52][CH2:53][O:54][CH3:55])=[CH:50][CH:49]=[CH:48][N:47]=1.C(OC=O)C.[Li+].CC([N-]C(C)C)C. (6) Given the product [F:1][C:2]([F:25])([C:6]([F:23])([F:24])[C:7]([F:21])([F:22])[C:8]([F:19])([F:20])[C:9]([F:17])([F:18])[C:10]([F:15])([F:16])[C:11]([F:14])([F:13])[F:12])[C:3]([O:5][CH3:26])=[O:4], predict the reactants needed to synthesize it. The reactants are: [F:1][C:2]([F:25])([C:6]([F:24])([F:23])[C:7]([F:22])([F:21])[C:8]([F:20])([F:19])[C:9]([F:18])([F:17])[C:10]([F:16])([F:15])[C:11]([F:14])([F:13])[F:12])[C:3]([OH:5])=[O:4].[CH3:26]O.S(=O)(=O)(O)O.